Dataset: Forward reaction prediction with 1.9M reactions from USPTO patents (1976-2016). Task: Predict the product of the given reaction. Given the reactants Cl[CH2:2][CH2:3][CH2:4][O:5][C:6]1[CH:7]=[C:8]([NH:12][C:13]2[N:18]=[C:17]([C:19]3[C:20]([C:28]4[CH:29]=[C:30]([NH:34]C(=O)C(F)(F)F)[CH:31]=[CH:32][CH:33]=4)=[N:21][N:22]4[CH:27]=[CH:26][CH:25]=[CH:24][C:23]=34)[CH:16]=[CH:15][N:14]=2)[CH:9]=[CH:10][CH:11]=1.[Cl-].[NH:42]1[CH2:47][CH2:46][O:45][CH2:44][CH2:43]1, predict the reaction product. The product is: [NH2:34][C:30]1[CH:29]=[C:28]([C:20]2[C:19]([C:17]3[CH:16]=[CH:15][N:14]=[C:13]([NH:12][C:8]4[CH:9]=[CH:10][CH:11]=[C:6]([O:5][CH2:4][CH2:3][CH2:2][N:42]5[CH2:47][CH2:46][O:45][CH2:44][CH2:43]5)[CH:7]=4)[N:18]=3)=[C:23]3[CH:24]=[CH:25][CH:26]=[CH:27][N:22]3[N:21]=2)[CH:33]=[CH:32][CH:31]=1.